This data is from Full USPTO retrosynthesis dataset with 1.9M reactions from patents (1976-2016). The task is: Predict the reactants needed to synthesize the given product. (1) Given the product [NH2:22][S:19][C:14]1[CH:15]=[CH:16][CH:17]=[CH:18][C:13]=1[CH2:2][C:3]1[CH:8]=[C:7]([Br:9])[CH:6]=[C:5]([Br:10])[C:4]=1[OH:11], predict the reactants needed to synthesize it. The reactants are: Br[CH2:2][C:3]1[CH:8]=[C:7]([Br:9])[CH:6]=[C:5]([Br:10])[C:4]=1[OH:11].N[C:13]1[CH:18]=[CH:17][CH:16]=[CH:15][C:14]=1[SH:19].C([N:22](CC)CC)C. (2) Given the product [CH3:1][O:2][C:3]([C:5]1([C:8]2[CH:9]=[CH:10][C:11]([C:43]3[CH:42]=[CH:41][C:40]([N:37]4[C:38]([CH3:39])=[C:34]([NH:33][C:32]([O:31][C@@H:29]([C:23]5[CH:28]=[CH:27][CH:26]=[CH:25][CH:24]=5)[CH3:30])=[O:47])[N:35]=[N:36]4)=[CH:45][CH:44]=3)=[CH:12][CH:13]=2)[CH2:6][CH2:7]1)=[O:4], predict the reactants needed to synthesize it. The reactants are: [CH3:1][O:2][C:3]([C:5]1([C:8]2[CH:13]=[CH:12][C:11](B3OC(C)(C)C(C)(C)O3)=[CH:10][CH:9]=2)[CH2:7][CH2:6]1)=[O:4].[C:23]1([C@H:29]([O:31][C:32](=[O:47])[NH:33][C:34]2[N:35]=[N:36][N:37]([C:40]3[CH:45]=[CH:44][C:43](Br)=[CH:42][CH:41]=3)[C:38]=2[CH3:39])[CH3:30])[CH:28]=[CH:27][CH:26]=[CH:25][CH:24]=1.P([O-])([O-])([O-])=O.[K+].[K+].[K+].COC1C=CC=C(OC)C=1C1C=CC=CC=1P(C1CCCCC1)C1CCCCC1. (3) The reactants are: Br[C:2]1[C:3](=[O:20])[N:4]([C:14]2[CH:19]=[CH:18][CH:17]=[CH:16][CH:15]=2)[CH:5]=[C:6]([C:8]2[CH:13]=[CH:12][CH:11]=[CH:10][N:9]=2)[CH:7]=1.[Br-].[C:22]12([Zn+])[CH2:31][CH:26]3[CH2:27][CH:28]([CH2:30][CH:24]([CH2:25]3)[CH2:23]1)[CH2:29]2.N. Given the product [C:22]12([C:2]3[C:3](=[O:20])[N:4]([C:14]4[CH:19]=[CH:18][CH:17]=[CH:16][CH:15]=4)[CH:5]=[C:6]([C:8]4[CH:13]=[CH:12][CH:11]=[CH:10][N:9]=4)[CH:7]=3)[CH2:31][CH:26]3[CH2:27][CH:28]([CH2:30][CH:24]([CH2:25]3)[CH2:23]1)[CH2:29]2, predict the reactants needed to synthesize it. (4) Given the product [F:1][C:2]1[CH:3]=[CH:4][CH:5]=[C:6]2[C:10]=1[CH:9]([CH2:11][CH2:12][C:13]([NH:15][C:16]1[CH:24]=[CH:23][CH:19]=[CH:18][N:17]=1)=[O:14])[N:8]([CH2:25][C:26]1[CH:31]=[CH:30][C:29]([F:32])=[CH:28][CH:27]=1)[C:7]2=[O:33], predict the reactants needed to synthesize it. The reactants are: [F:1][C:2]1[CH:3]=[CH:4][CH:5]=[C:6]2[C:10]=1[CH:9]([CH2:11][CH2:12][C:13]([NH:15][C:16]1[CH:24]=[CH:23][C:19](C(O)=O)=[CH:18][N:17]=1)=[O:14])[N:8]([CH2:25][C:26]1[CH:31]=[CH:30][C:29]([F:32])=[CH:28][CH:27]=1)[C:7]2=[O:33].NC1C=CC=CN=1. (5) Given the product [Cl:1][C:2]1[C:7]([Cl:8])=[CH:6][C:5]([Cl:9])=[CH:4][C:3]=1[B:17]([OH:18])[OH:16], predict the reactants needed to synthesize it. The reactants are: [Cl:1][C:2]1[C:7]([Cl:8])=[CH:6][C:5]([Cl:9])=[CH:4][C:3]=1Br.BrCC.[Mg].C[O:16][B:17](OC)[O:18]C.Cl. (6) Given the product [NH:29]=[S:9](=[O:21])([CH2:10][CH2:11][CH2:12][O:13][Si:14]([CH3:20])([CH3:19])[C:15]([CH3:16])([CH3:17])[CH3:18])[CH2:8][CH2:7][CH2:6][O:5][Si:4]([CH3:23])([CH3:22])[C:2]([CH3:24])([CH3:1])[CH3:3], predict the reactants needed to synthesize it. The reactants are: [CH3:1][C:2]([CH3:24])([Si:4]([CH3:23])([CH3:22])[O:5][CH2:6][CH2:7][CH2:8][S:9](=[O:21])[CH2:10][CH2:11][CH2:12][O:13][Si:14]([CH3:20])([CH3:19])[C:15]([CH3:18])([CH3:17])[CH3:16])[CH3:3].FC(F)(F)C([NH2:29])=O.[O-2].[Mg+2].C(OI(C1C=CC=CC=1)OC(=O)C)(=O)C.C(=O)([O-])[O-].[K+].[K+].